This data is from NCI-60 drug combinations with 297,098 pairs across 59 cell lines. The task is: Regression. Given two drug SMILES strings and cell line genomic features, predict the synergy score measuring deviation from expected non-interaction effect. Drug 1: CC1=C(C=C(C=C1)NC2=NC=CC(=N2)N(C)C3=CC4=NN(C(=C4C=C3)C)C)S(=O)(=O)N.Cl. Drug 2: COC1=C2C(=CC3=C1OC=C3)C=CC(=O)O2. Cell line: OVCAR-8. Synergy scores: CSS=-2.31, Synergy_ZIP=1.44, Synergy_Bliss=0.889, Synergy_Loewe=-0.496, Synergy_HSA=0.108.